Dataset: Forward reaction prediction with 1.9M reactions from USPTO patents (1976-2016). Task: Predict the product of the given reaction. (1) Given the reactants [I:1][C:2]1[CH:12]=[CH:11][C:5]([C:6]([O:8][CH2:9][CH3:10])=[O:7])=[CH:4][C:3]=1[N+:13]([O-])=O.[Sn](Cl)Cl, predict the reaction product. The product is: [NH2:13][C:3]1[CH:4]=[C:5]([CH:11]=[CH:12][C:2]=1[I:1])[C:6]([O:8][CH2:9][CH3:10])=[O:7]. (2) Given the reactants [Br:1][C:2]1[CH:3]=[C:4]([CH3:12])[C:5](O)=[C:6]([CH:10]=1)[C:7]([OH:9])=[O:8].IC.[C:15](=O)([O-])[O-].[K+].[K+].CN(C)[CH:23]=[O:24], predict the reaction product. The product is: [Br:1][C:2]1[CH:3]=[C:4]([CH3:12])[C:5]([O:24][CH3:23])=[C:6]([CH:10]=1)[C:7]([O:9][CH3:15])=[O:8]. (3) Given the reactants [F:1][C:2]([F:29])([O:7][C:8]1[CH:13]=[CH:12][C:11]([N:14]2[CH:18]=[N:17][C:16]([C:19]3[CH:20]=[C:21]4[C:25](=[CH:26][CH:27]=3)[CH2:24][CH:23]([NH2:28])[CH2:22]4)=[N:15]2)=[CH:10][CH:9]=1)[C:3]([F:6])([F:5])[F:4].[C:30](=[O:33])(O)[O-].[Na+].ClC(Cl)(OC(=O)OC(Cl)(Cl)Cl)Cl.[N-]=C=O.C(=O)([O-])[O-].[Cs+].[Cs+].[CH:56]([C:59]1[CH:64]=[CH:63][C:62]([CH3:65])=[CH:61][C:60]=1[NH:66][C:67]([NH2:69])=[S:68])([CH3:58])[CH3:57], predict the reaction product. The product is: [CH:56]([C:59]1[CH:64]=[CH:63][C:62]([CH3:65])=[CH:61][C:60]=1[NH:66][C:67]([NH:69][C:30]([NH:28][CH:23]1[CH2:22][C:21]2[C:25](=[CH:26][CH:27]=[C:19]([C:16]3[N:17]=[CH:18][N:14]([C:11]4[CH:12]=[CH:13][C:8]([O:7][C:2]([F:1])([F:29])[C:3]([F:6])([F:5])[F:4])=[CH:9][CH:10]=4)[N:15]=3)[CH:20]=2)[CH2:24]1)=[O:33])=[S:68])([CH3:58])[CH3:57]. (4) Given the reactants CS(O[CH2:6][C:7]1[CH:12]=[CH:11][CH:10]=[C:9]([NH:13][C:14]([O:16][C:17]([CH3:20])([CH3:19])[CH3:18])=[O:15])[N:8]=1)(=O)=O.[NH:21]1[CH2:26][CH2:25][O:24][CH2:23][CH2:22]1.C([O-])([O-])=O.[K+].[K+].C([O-])(O)=O.[Na+], predict the reaction product. The product is: [O:24]1[CH2:25][CH2:26][N:21]([CH2:6][C:7]2[N:8]=[C:9]([NH:13][C:14](=[O:15])[O:16][C:17]([CH3:20])([CH3:19])[CH3:18])[CH:10]=[CH:11][CH:12]=2)[CH2:22][CH2:23]1. (5) Given the reactants [Si]([O:8][CH2:9][C@H:10]1[N:15]([C:16]([O:18][C:19]([CH3:22])([CH3:21])[CH3:20])=[O:17])[CH2:14][C@@H:13]([CH2:23][CH2:24][C:25]2[CH:30]=[CH:29][CH:28]=[CH:27][C:26]=2[NH:31][C:32](=[O:52])[C@H:33]([CH:39]([C:46]2[CH:51]=[CH:50][CH:49]=[CH:48][CH:47]=2)[C:40]2[CH:45]=[CH:44][CH:43]=[CH:42][CH:41]=2)[NH:34][C:35]([O:37][CH3:38])=[O:36])[O:12][CH2:11]1)(C(C)(C)C)(C)C.CCCC[N+](CCCC)(CCCC)CCCC.[F-], predict the reaction product. The product is: [OH:8][CH2:9][C@H:10]1[N:15]([C:16]([O:18][C:19]([CH3:21])([CH3:22])[CH3:20])=[O:17])[CH2:14][C@@H:13]([CH2:23][CH2:24][C:25]2[CH:30]=[CH:29][CH:28]=[CH:27][C:26]=2[NH:31][C:32](=[O:52])[C@H:33]([CH:39]([C:46]2[CH:51]=[CH:50][CH:49]=[CH:48][CH:47]=2)[C:40]2[CH:45]=[CH:44][CH:43]=[CH:42][CH:41]=2)[NH:34][C:35]([O:37][CH3:38])=[O:36])[O:12][CH2:11]1. (6) Given the reactants [ClH:1].[I:2][C:3]1[CH:13]=[C:12]([O:14]C(=O)C)[C:11]([O:18][CH3:19])=[CH:10][C:4]=1[CH2:5][NH:6]C(=O)C, predict the reaction product. The product is: [ClH:1].[I:2][C:3]1[CH:13]=[C:12]([OH:14])[C:11]([O:18][CH3:19])=[CH:10][C:4]=1[CH2:5][NH2:6]. (7) Given the reactants Br[C:2]1[CH:7]=[C:6]([F:8])[C:5]([N+:9]([O-:11])=[O:10])=[CH:4][C:3]=1[CH2:12][C:13]([O:15][CH2:16][CH3:17])=[O:14].[CH3:18][N:19](C=O)C, predict the reaction product. The product is: [C:18]([C:2]1[CH:7]=[C:6]([F:8])[C:5]([N+:9]([O-:11])=[O:10])=[CH:4][C:3]=1[CH2:12][C:13]([O:15][CH2:16][CH3:17])=[O:14])#[N:19]. (8) Given the reactants [NH2:1][C:2]1[CH:7]=[CH:6][C:5]([C:8]2[NH:13][C:12](=[O:14])[N:11]=[C:10]([C:15]3[CH:20]=[CH:19][C:18]([OH:21])=[C:17]([CH3:22])[CH:16]=3)[CH:9]=2)=[C:4]([CH3:23])[CH:3]=1.ClCCCl.C([N:35]1[CH2:40][CH2:39][CH:38]([CH:41]=O)[CH2:37][CH2:36]1)(OC(C)(C)C)=O.C(O[BH-](OC(=O)C)OC(=O)C)(=O)C.[Na+], predict the reaction product. The product is: [OH:21][C:18]1[CH:19]=[CH:20][C:15]([C:10]2[CH:9]=[C:8]([C:5]3[CH:6]=[CH:7][C:2]([NH:1][CH2:41][CH:38]4[CH2:39][CH2:40][NH:35][CH2:36][CH2:37]4)=[CH:3][C:4]=3[CH3:23])[NH:13][C:12](=[O:14])[N:11]=2)=[CH:16][C:17]=1[CH3:22]. (9) Given the reactants [CH2:1]([O:8][C:9]1[C:10]([C:32]([O:34][C:35]([CH3:38])([CH3:37])[CH3:36])=[O:33])=[N:11][C:12]([CH2:19][N:20]2[CH:24]=[CH:23][C:22]([C:25]3[CH:30]=[CH:29][C:28]([F:31])=[CH:27][CH:26]=3)=[CH:21]2)=[N:13][C:14]=1[O:15]COC)[C:2]1[CH:7]=[CH:6][CH:5]=[CH:4][CH:3]=1.Cl.O1CCOCC1, predict the reaction product. The product is: [CH2:1]([O:8][C:9]1[C:10]([C:32]([O:34][C:35]([CH3:38])([CH3:37])[CH3:36])=[O:33])=[N:11][C:12]([CH2:19][N:20]2[CH:24]=[CH:23][C:22]([C:25]3[CH:26]=[CH:27][C:28]([F:31])=[CH:29][CH:30]=3)=[CH:21]2)=[N:13][C:14]=1[OH:15])[C:2]1[CH:7]=[CH:6][CH:5]=[CH:4][CH:3]=1. (10) Given the reactants [Cl:1][C:2]1[CH:3]=[CH:4][C:5]([N+:17]([O-:19])=O)=[C:6]([NH:8][C:9](=[O:16])[CH2:10][C:11]([O:13][CH2:14][CH3:15])=[O:12])[CH:7]=1.CC(C)([O-])C.[K+].Cl, predict the reaction product. The product is: [Cl:1][C:2]1[CH:7]=[C:6]2[C:5](=[CH:4][CH:3]=1)[N+:17]([O-:19])=[C:10]([C:11]([O:13][CH2:14][CH3:15])=[O:12])[C:9]([OH:16])=[N:8]2.